Dataset: Catalyst prediction with 721,799 reactions and 888 catalyst types from USPTO. Task: Predict which catalyst facilitates the given reaction. (1) Reactant: [CH2:1]([O:3][C:4](=[O:23])[CH2:5][O:6][C:7]1[CH:12]=[CH:11][C:10]([S:13][C:14]2[CH:19]=[CH:18][C:17]([CH2:20][OH:21])=[CH:16][CH:15]=2)=[CH:9][C:8]=1[CH3:22])[CH3:2].O[C:25]1[CH:30]=[CH:29][C:28]([C:31]([F:34])([F:33])[F:32])=[CH:27][CH:26]=1.C([O-])([O-])=O.[K+].[K+]. Product: [CH2:1]([O:3][C:4](=[O:23])[CH2:5][O:6][C:7]1[CH:12]=[CH:11][C:10]([S:13][C:14]2[CH:19]=[CH:18][C:17]([CH2:20][O:21][C:25]3[CH:30]=[CH:29][C:28]([C:31]([F:34])([F:33])[F:32])=[CH:27][CH:26]=3)=[CH:16][CH:15]=2)=[CH:9][C:8]=1[CH3:22])[CH3:2]. The catalyst class is: 3. (2) Reactant: [CH3:1][C@H:2]1[C@@H:7]([N:8]([C:10]2[N:18]=[CH:17][N:16]=[C:15]3[C:11]=2[CH:12]=[CH:13][NH:14]3)[CH3:9])[CH2:6][N:5]([C:19]([CH2:21][C:22]#[N:23])=[O:20])[CH2:4][CH2:3]1.[ClH:24]. Product: [CH3:1][C@H:2]1[C@@H:7]([N:8]([C:10]2[N:18]=[CH:17][N:16]=[C:15]3[C:11]=2[CH:12]=[CH:13][NH:14]3)[CH3:9])[CH2:6][N:5]([C:19]([CH2:21][C:22]#[N:23])=[O:20])[CH2:4][CH2:3]1.[ClH:24]. The catalyst class is: 32.